This data is from Catalyst prediction with 721,799 reactions and 888 catalyst types from USPTO. The task is: Predict which catalyst facilitates the given reaction. (1) Reactant: [OH:1][C:2]1[CH:10]=[CH:9][C:5]([C:6]([OH:8])=[O:7])=[CH:4][N:3]=1.[Si](C=[N+]=[N-])(C)(C)[CH3:12]. Product: [OH:1][C:2]1[CH:10]=[CH:9][C:5]([C:6]([O:8][CH3:12])=[O:7])=[CH:4][N:3]=1. The catalyst class is: 48. (2) Reactant: Cl.[N:2]1([C:7]2[CH:35]=[CH:34][C:10]([CH2:11][CH:12]([NH:24][S:25]([C:28]3[CH:29]=[N:30][CH:31]=[CH:32][CH:33]=3)(=[O:27])=[O:26])[C:13]3[N:18]=[C:17]([NH:19][CH2:20][C:21]([OH:23])=[O:22])[CH:16]=[CH:15][CH:14]=3)=[CH:9][CH:8]=2)[CH:6]=[CH:5][CH:4]=[N:3]1.N1C=C[CH:39]=[CH:38][C:37]=1S(C(NCC1C=CC(C2SC=CN=2)=CC=1)C1N=C(NCC(O)=O)C=CC=1)(=O)=O. Product: [CH:38]([O:22][C:21](=[O:23])[CH2:20][NH:19][C:17]1[CH:16]=[CH:15][CH:14]=[C:13]([CH:12]([CH2:11][C:10]2[CH:9]=[CH:8][C:7]([N:2]3[CH:6]=[CH:5][CH:4]=[N:3]3)=[CH:35][CH:34]=2)[NH:24][S:25]([C:28]2[CH:29]=[N:30][CH:31]=[CH:32][CH:33]=2)(=[O:27])=[O:26])[N:18]=1)([CH3:39])[CH3:37]. The catalyst class is: 32. (3) Reactant: [Si:1]([O:8][CH2:9][C:10]1[CH:15]=[CH:14][N:13]=[CH:12][CH:11]=1)([C:4]([CH3:7])([CH3:6])[CH3:5])([CH3:3])[CH3:2].C1C=C(Cl)C=C(C(OO)=[O:24])C=1. Product: [Si:1]([O:8][CH2:9][C:10]1[CH:11]=[CH:12][N+:13]([O-:24])=[CH:14][CH:15]=1)([C:4]([CH3:7])([CH3:6])[CH3:5])([CH3:3])[CH3:2]. The catalyst class is: 2. (4) Reactant: C(OC([NH:8][C@@H:9]([CH2:26][C:27]#[N:28])[C:10]([NH:12][C:13]1[CH:14]=[CH:15][C:16]([C:19]([O:21]C(C)(C)C)=[O:20])=[N:17][CH:18]=1)=[O:11])=O)(C)(C)C.[ClH:29]. Product: [Cl-:29].[C:19]([C:16]1[N:17]=[CH:18][C:13]([NH:12][C:10](=[O:11])[C@@H:9]([NH3+:8])[CH2:26][C:27]#[N:28])=[CH:14][CH:15]=1)([OH:21])=[O:20]. The catalyst class is: 12. (5) Reactant: [F:1][C:2]([F:13])([F:12])[C:3]1[CH:11]=[CH:10][C:6]([C:7](Cl)=[O:8])=[CH:5][CH:4]=1.[N:14]1[CH:19]=[CH:18][C:17]([C:20]2[C:21]([C:33]3[CH:34]=[C:35]([CH:38]=[CH:39][CH:40]=3)[CH2:36][NH2:37])=[N:22][N:23]([CH2:25][O:26][CH2:27][CH2:28][Si:29]([CH3:32])([CH3:31])[CH3:30])[CH:24]=2)=[CH:16][CH:15]=1.C(N(CC)CC)C. Product: [N:14]1[CH:15]=[CH:16][C:17]([C:20]2[C:21]([C:33]3[CH:34]=[C:35]([CH:38]=[CH:39][CH:40]=3)[CH2:36][NH:37][C:7](=[O:8])[C:6]3[CH:10]=[CH:11][C:3]([C:2]([F:13])([F:12])[F:1])=[CH:4][CH:5]=3)=[N:22][N:23]([CH2:25][O:26][CH2:27][CH2:28][Si:29]([CH3:32])([CH3:30])[CH3:31])[CH:24]=2)=[CH:18][CH:19]=1. The catalyst class is: 2. (6) Reactant: [N+:1]([O-:11])([O:3][CH2:4][CH2:5][CH2:6][CH2:7][CH2:8][CH2:9][OH:10])=[O:2].[CH3:12][C:13]([C:19]1[C:24](=[O:25])[C:23]([CH3:26])=[C:22]([CH3:27])[C:21](=[O:28])[C:20]=1[CH3:29])([CH3:18])[CH2:14][C:15](O)=[O:16].C(Cl)CCl. Product: [CH3:18][C:13]([C:19]1[C:24](=[O:25])[C:23]([CH3:26])=[C:22]([CH3:27])[C:21](=[O:28])[C:20]=1[CH3:29])([CH3:12])[CH2:14][C:15]([O:10][CH2:9][CH2:8][CH2:7][CH2:6][CH2:5][CH2:4][O:3][N+:1]([O-:11])=[O:2])=[O:16]. The catalyst class is: 142. (7) Reactant: CCOC(/N=N/C(OCC)=O)=O.[CH2:13]([O:20][C:21]1[C:22]([CH3:28])=[N:23][CH:24]=[CH:25][C:26]=1[OH:27])[C:14]1[CH:19]=[CH:18][CH:17]=[CH:16][CH:15]=1.[CH3:29][O:30][C:31]1[CH:38]=[CH:37][C:34]([CH2:35]O)=[CH:33][CH:32]=1.C1(P(C2C=CC=CC=2)C2C=CC=CC=2)C=CC=CC=1. Product: [CH2:13]([O:20][C:21]1[C:22]([CH3:28])=[N:23][CH:24]=[CH:25][C:26]=1[O:27][CH2:35][C:34]1[CH:37]=[CH:38][C:31]([O:30][CH3:29])=[CH:32][CH:33]=1)[C:14]1[CH:15]=[CH:16][CH:17]=[CH:18][CH:19]=1. The catalyst class is: 1. (8) Reactant: [F:1][C:2]1([F:32])[O:6][C:5]2[CH:7]=[CH:8][C:9]([NH:11][C:12]([C:14]3[CH:19]=[CH:18][CH:17]=[CH:16][C:15]=3[NH:20][CH2:21][C:22]3[CH:27]=[CH:26][N:25]=[C:24]([C:28](OC)=[O:29])[CH:23]=3)=[O:13])=[CH:10][C:4]=2[O:3]1.[CH3:33][C:34]1([CH3:41])[O:38][CH:37]([CH2:39][NH2:40])[CH2:36][O:35]1. Product: [F:32][C:2]1([F:1])[O:6][C:5]2[CH:7]=[CH:8][C:9]([NH:11][C:12]([C:14]3[CH:19]=[CH:18][CH:17]=[CH:16][C:15]=3[NH:20][CH2:21][C:22]3[CH:27]=[CH:26][N:25]=[C:24]([C:28]([NH:40][CH2:39][CH:37]4[CH2:36][O:35][C:34]([CH3:41])([CH3:33])[O:38]4)=[O:29])[CH:23]=3)=[O:13])=[CH:10][C:4]=2[O:3]1. The catalyst class is: 5. (9) Reactant: C(OC(=O)[NH:7][CH2:8][C:9](=[O:37])[NH:10][C:11]1[CH:16]=[CH:15][C:14]([C:17]2[N:18]([C:22]3[C:29]4[S:28][C:27]([NH:30][C:31]([CH:33]5[CH2:35][CH2:34]5)=[O:32])=[N:26][C:25]=4[NH:24][N:23]=3)[CH:19]=[N:20][CH:21]=2)=[C:13]([Cl:36])[CH:12]=1)(C)(C)C.[ClH:39]. Product: [ClH:36].[ClH:39].[NH2:7][CH2:8][C:9]([NH:10][C:11]1[CH:16]=[CH:15][C:14]([C:17]2[N:18]([C:22]3[C:29]4[S:28][C:27]([NH:30][C:31]([CH:33]5[CH2:34][CH2:35]5)=[O:32])=[N:26][C:25]=4[NH:24][N:23]=3)[CH:19]=[N:20][CH:21]=2)=[C:13]([Cl:36])[CH:12]=1)=[O:37]. The catalyst class is: 12. (10) Reactant: [I-:1].[I-:1].[I-:1].[N:4]1([C:9]2[CH:10]=[C:11]([CH2:24][CH3:25])[C:12]3[C:21]([CH:22]=2)=[S+:20][C:19]2[C:14](=[C:15]([CH3:23])[CH:16]=[CH:17][CH:18]=2)[N:13]=3)[CH2:8][CH2:7][CH2:6][CH2:5]1.[N:4]1([C:9]2[CH:10]=[C:11]([CH2:24][CH3:25])[C:12]3[C:21]([CH:22]=2)=[S+:20][C:19]2[C:14](=[C:15]([CH3:23])[CH:16]=[CH:17][CH:18]=2)[N:13]=3)[CH2:5][CH2:6][CH2:7][CH2:8]1.[N:4]1([C:9]2[CH:10]=[C:11]([CH2:24][CH3:25])[C:12]3[C:21]([CH:22]=2)=[S+:20][C:19]2[C:14](=[C:15]([CH3:23])[CH:16]=[CH:17][CH:18]=2)[N:13]=3)[CH2:5][CH2:6][CH2:7][CH2:8]1.Cl.[CH:71]1([S:74]([N:77]2[CH2:82][CH2:81][NH2+:80][CH2:79][CH2:78]2)(=[O:76])=[O:75])[CH2:73][CH2:72]1.C(N(CC)CC)C. Product: [I-:1].[CH:71]1([S:74]([N:77]2[CH2:78][CH2:79][N:80]([C:17]3[CH:16]=[C:15]([CH3:23])[C:14]4[C:19]([CH:18]=3)=[S+:20][C:21]3[C:12](=[C:11]([CH2:24][CH3:25])[CH:10]=[C:9]([N:4]5[CH2:5][CH2:6][CH2:7][CH2:8]5)[CH:22]=3)[N:13]=4)[CH2:81][CH2:82]2)(=[O:75])=[O:76])[CH2:73][CH2:72]1. The catalyst class is: 10.